The task is: Predict the product of the given reaction.. This data is from Forward reaction prediction with 1.9M reactions from USPTO patents (1976-2016). (1) Given the reactants [C:1]([C:3]1[S:4][C:5]2[C:11]([C:12]#[N:13])=[C:10](/[N:14]=[CH:15]/[N:16](C)C)[CH:9]=[CH:8][C:6]=2[N:7]=1)#[N:2].[Cl:19][C:20]1[CH:26]=[C:25]([Cl:27])[CH:24]=[CH:23][C:21]=1N.[K+].[Br-], predict the reaction product. The product is: [Cl:19][C:20]1[CH:26]=[C:25]([Cl:27])[CH:24]=[CH:23][C:21]=1[NH:13][C:12]1[C:11]2[C:10](=[CH:9][CH:8]=[C:6]3[N:7]=[C:3]([C:1]#[N:2])[S:4][C:5]3=2)[N:14]=[CH:15][N:16]=1. (2) Given the reactants [CH2:1]([N:3]([CH:19]1[CH2:24][CH2:23][N:22]([CH3:25])[CH2:21][CH2:20]1)[C:4]1[C:5]([CH3:18])=[C:6]([CH:11]=[C:12]([C:14]([F:17])([F:16])[F:15])[CH:13]=1)[C:7]([O:9]C)=[O:8])[CH3:2].[OH-].[Na+].Cl, predict the reaction product. The product is: [CH2:1]([N:3]([CH:19]1[CH2:24][CH2:23][N:22]([CH3:25])[CH2:21][CH2:20]1)[C:4]1[C:5]([CH3:18])=[C:6]([CH:11]=[C:12]([C:14]([F:16])([F:15])[F:17])[CH:13]=1)[C:7]([OH:9])=[O:8])[CH3:2]. (3) Given the reactants C([O:4][CH2:5][C:6]1[C:7]([N:26]2[N:35]=[CH:34][C:33]3[C:28](=[C:29]([F:40])[CH:30]=[C:31]([C:36]([CH3:39])([CH3:38])[CH3:37])[CH:32]=3)[C:27]2=[O:41])=[N:8][CH:9]=[CH:10][C:11]=1[C:12]1[CH:17]=[C:16]([NH:18][C:19]2[CH:23]=[CH:22][NH:21][N:20]=2)[C:15](=[O:24])[N:14]([CH3:25])[CH:13]=1)(=O)C.O.[OH-].[Li+], predict the reaction product. The product is: [C:36]([C:31]1[CH:32]=[C:33]2[C:28](=[C:29]([F:40])[CH:30]=1)[C:27](=[O:41])[N:26]([C:7]1[C:6]([CH2:5][OH:4])=[C:11]([C:12]3[CH:17]=[C:16]([NH:18][C:19]4[CH:23]=[CH:22][NH:21][N:20]=4)[C:15](=[O:24])[N:14]([CH3:25])[CH:13]=3)[CH:10]=[CH:9][N:8]=1)[N:35]=[CH:34]2)([CH3:39])([CH3:37])[CH3:38]. (4) Given the reactants C([O:4][C:5]1[CH:10]=[CH:9][C:8]([CH:11]2[CH2:16][CH2:15][N:14]([C:17]([O:19][C:20]([CH3:23])([CH3:22])[CH3:21])=[O:18])[CH2:13][CH:12]2[O:24][CH2:25][C:26]2[CH:35]=[CH:34][C:33]3[C:28](=[CH:29][CH:30]=[CH:31][CH:32]=3)[CH:27]=2)=[CH:7][CH:6]=1)C=C.C(N(CC)CC)C.O, predict the reaction product. The product is: [OH:4][C:5]1[CH:10]=[CH:9][C:8]([CH:11]2[CH2:16][CH2:15][N:14]([C:17]([O:19][C:20]([CH3:21])([CH3:22])[CH3:23])=[O:18])[CH2:13][CH:12]2[O:24][CH2:25][C:26]2[CH:35]=[CH:34][C:33]3[C:28](=[CH:29][CH:30]=[CH:31][CH:32]=3)[CH:27]=2)=[CH:7][CH:6]=1.